Task: Predict the reactants needed to synthesize the given product.. Dataset: Full USPTO retrosynthesis dataset with 1.9M reactions from patents (1976-2016) (1) The reactants are: [CH2:1]([NH2:8])[C:2]1[CH:7]=[CH:6][CH:5]=[CH:4][CH:3]=1.C([Si](C)(C)[N:14]1[C:18]2=[N:19][CH:20]=[C:21]([C:23]3[CH:28]=[CH:27][CH:26]=[C:25]([F:29])[CH:24]=3)[CH:22]=[C:17]2[C:16]([C:30](O)=[O:31])=[CH:15]1)(C)(C)C.C1C=CC2N(O)N=NC=2C=1.CCN(C(C)C)C(C)C. Given the product [CH2:1]([NH:8][C:30]([C:16]1[C:17]2[C:18](=[N:19][CH:20]=[C:21]([C:23]3[CH:28]=[CH:27][CH:26]=[C:25]([F:29])[CH:24]=3)[CH:22]=2)[NH:14][CH:15]=1)=[O:31])[C:2]1[CH:7]=[CH:6][CH:5]=[CH:4][CH:3]=1, predict the reactants needed to synthesize it. (2) Given the product [CH3:33][O:34][C:35]1[CH:36]=[C:37]2[C:41](=[CH:42][CH:43]=1)[NH:40][C:39]([CH3:44])=[C:38]2[CH2:45][C:46]([NH:48][C@@H:49]([CH2:53][CH2:54][CH2:55][CH2:56][CH2:57][C:58](=[O:60])[CH3:59])[C:50]([NH:11][C:3]1[CH:2]=[N:1][C:10]2[C:5]([CH:4]=1)=[CH:6][CH:7]=[CH:8][CH:9]=2)=[O:51])=[O:47], predict the reactants needed to synthesize it. The reactants are: [N:1]1[C:10]2[C:5](=[CH:6][CH:7]=[CH:8][CH:9]=2)[CH:4]=[C:3]([NH2:11])[CH:2]=1.C1C=CC2N(O)N=NC=2C=1.CCN=C=NCCCN(C)C.[CH3:33][O:34][C:35]1[CH:36]=[C:37]2[C:41](=[CH:42][CH:43]=1)[NH:40][C:39]([CH3:44])=[C:38]2[CH2:45][C:46]([NH:48][C@@H:49]([CH2:53][CH2:54][CH2:55][CH2:56][CH2:57][C:58](=[O:60])[CH3:59])[C:50](O)=[O:51])=[O:47]. (3) Given the product [CH2:40]([CH:17]([CH2:16][CH3:15])[C:18]([NH:20][C@@H:21]1[C@H:28]2[C@H:24]([CH2:25][N:26]([CH2:29][C:30]3[CH:35]=[CH:34][CH:33]=[C:32]([C:36]([F:39])([F:37])[F:38])[CH:31]=3)[CH2:27]2)[CH2:23][CH2:22]1)=[O:19])[CH3:41], predict the reactants needed to synthesize it. The reactants are: C1(C2(C(O)=O)CCCC2)C=CC=CC=1.[CH3:15][CH:16](C)[CH:17]([C:40]1C=CC=C[CH:41]=1)[C:18]([NH:20][C@@H:21]1[C@H:28]2[C@H:24]([CH2:25][N:26]([CH2:29][C:30]3[CH:35]=[CH:34][CH:33]=[C:32]([C:36]([F:39])([F:38])[F:37])[CH:31]=3)[CH2:27]2)[CH2:23][CH2:22]1)=[O:19].C(N1C[C@H]2C(N)CC[C@H]2C1)C1C=CC=CC=1. (4) Given the product [CH2:1]([C:5]1[N:10]2[N:11]=[CH:12][N:13]=[C:9]2[N:8]([C@H:14]2[CH2:19][CH2:18][C@H:17]([OH:20])[CH2:16][CH2:15]2)[C:7](=[O:21])[C:6]=1[CH2:22][C:23]1[CH:28]=[CH:27][C:26]([C:29]2[C:30]([C:35]#[N:36])=[CH:31][CH:32]=[CH:33][CH:34]=2)=[CH:25][C:24]=1[F:37])[CH2:2][CH2:3][CH3:4], predict the reactants needed to synthesize it. The reactants are: [CH2:1]([C:5]1[N:10]2[N:11]=[CH:12][N:13]=[C:9]2[N:8]([CH:14]2[CH2:19][CH2:18][C:17](=[O:20])[CH2:16][CH2:15]2)[C:7](=[O:21])[C:6]=1[CH2:22][C:23]1[CH:28]=[CH:27][C:26]([C:29]2[C:30]([C:35]#[N:36])=[CH:31][CH:32]=[CH:33][CH:34]=2)=[CH:25][C:24]=1[F:37])[CH2:2][CH2:3][CH3:4].O1CCCC1.[BH4-].[Na+]. (5) Given the product [C:1]([OH:8])(=[O:7])/[CH:2]=[CH:3]\[C:4]([OH:6])=[O:5].[CH2:55]([N:11]([CH2:9][CH3:10])[CH2:12][CH2:13][N:14]([C:29]([CH2:31][N:32]1[CH:37]=[C:36]([CH2:38][C:39]2[CH:40]=[N:41][N:42]([CH3:44])[CH:43]=2)[C:35](=[O:45])[N:34]=[C:33]1[S:46][CH2:47][C:48]1[CH:53]=[CH:52][C:51]([F:54])=[CH:50][CH:49]=1)=[O:30])[CH2:15][C:16]1[CH:21]=[CH:20][C:19]([C:22]2[CH:23]=[CH:24][C:25]([Cl:28])=[CH:26][CH:27]=2)=[CH:18][CH:17]=1)[CH3:56], predict the reactants needed to synthesize it. The reactants are: [C:1]([OH:8])(=[O:7])/[CH:2]=[CH:3]\[C:4]([OH:6])=[O:5].[CH2:9]([N:11]([CH2:55][CH3:56])[CH2:12][CH2:13][N:14]([C:29]([CH2:31][N:32]1[CH:37]=[C:36]([CH2:38][C:39]2[CH:40]=[N:41][N:42]([CH3:44])[CH:43]=2)[C:35](=[O:45])[N:34]=[C:33]1[S:46][CH2:47][C:48]1[CH:53]=[CH:52][C:51]([F:54])=[CH:50][CH:49]=1)=[O:30])[CH2:15][C:16]1[CH:21]=[CH:20][C:19]([C:22]2[CH:27]=[CH:26][C:25]([Cl:28])=[CH:24][CH:23]=2)=[CH:18][CH:17]=1)[CH3:10]. (6) The reactants are: F[B-](F)(F)F.[C:6]([O:10][C:11]([N:13]1[CH2:18][CH2:17][NH:16][C:15](=[O:19])[CH:14]1[C:20]1[O:24][N:23]=[C:22]([C:25]2[CH:30]=[CH:29][CH:28]=[C:27]([Cl:31])[CH:26]=2)[N:21]=1)=[O:12])([CH3:9])([CH3:8])[CH3:7].Cl[CH2:33]Cl. Given the product [C:6]([O:10][C:11]([N:13]1[CH:14]([C:20]2[O:24][N:23]=[C:22]([C:25]3[CH:30]=[CH:29][CH:28]=[C:27]([Cl:31])[CH:26]=3)[N:21]=2)[C:15]([O:19][CH3:33])=[N:16][CH2:17][CH2:18]1)=[O:12])([CH3:9])([CH3:7])[CH3:8], predict the reactants needed to synthesize it. (7) Given the product [Cl:1][C:2]1[N:3]=[C:4]([NH:13][C:14]2[CH:19]=[CH:18][C:17]([CH:20]3[CH2:25][CH2:24][N:23]([C:26]([O:28][C:29]([CH3:30])([CH3:32])[CH3:31])=[O:27])[CH2:22][CH2:21]3)=[C:16]([CH3:33])[CH:15]=2)[C:5]2[C:6](=[O:12])[N:7]([CH2:52][O:51][CH2:50][CH2:49][Si:46]([CH3:48])([CH3:47])[CH3:45])[CH:8]=[CH:9][C:10]=2[CH:11]=1, predict the reactants needed to synthesize it. The reactants are: [Cl:1][C:2]1[N:3]=[C:4]([NH:13][C:14]2[CH:19]=[CH:18][C:17]([CH:20]3[CH2:25][CH2:24][N:23]([C:26]([O:28][C:29]([CH3:32])([CH3:31])[CH3:30])=[O:27])[CH2:22][CH2:21]3)=[C:16]([CH3:33])[CH:15]=2)[C:5]2[C:6](=[O:12])[NH:7][CH:8]=[CH:9][C:10]=2[CH:11]=1.C1CCN2C(=NCCC2)CC1.[CH3:45][Si:46]([CH2:49][CH2:50][O:51][CH2:52]Cl)([CH3:48])[CH3:47].C(OCC)(=O)C. (8) Given the product [CH3:47][O:48][CH:49]1[CH2:54][CH2:53][N:52]([CH2:23][C:22]2[CH:21]=[CH:20][C:19]([C:15]3[CH:14]=[C:13]([C:12]4[C:8]([C:6]5[CH:5]=[CH:4][CH:3]=[C:2]([CH3:1])[N:7]=5)=[N:9][NH:10][CH:11]=4)[CH:18]=[CH:17][N:16]=3)=[CH:26][CH:25]=2)[CH2:51][CH2:50]1, predict the reactants needed to synthesize it. The reactants are: [CH3:1][C:2]1[N:7]=[C:6]([C:8]2[C:12]([C:13]3[CH:18]=[CH:17][N:16]=[C:15]([C:19]4[CH:26]=[CH:25][C:22]([CH:23]=O)=[CH:21][CH:20]=4)[CH:14]=3)=[CH:11][N:10](C(C3C=CC=CC=3)(C3C=CC=CC=3)C3C=CC=CC=3)[N:9]=2)[CH:5]=[CH:4][CH:3]=1.Cl.[CH3:47][O:48][CH:49]1[CH2:54][CH2:53][NH:52][CH2:51][CH2:50]1. (9) The reactants are: Br.[NH2:2][C@@H:3]([CH2:7][C:8]1[CH:13]=[CH:12][C:11]([OH:14])=[C:10]([Br:15])[CH:9]=1)[C:4]([OH:6])=[O:5].[C:16](=[O:19])([O-:18])[O-].[K+].[K+].[C:22](Cl)(=[O:38])[O:23][CH2:24][CH:25]1[C:37]2[CH:36]=[CH:35][CH:34]=[CH:33][C:32]=2[C:31]2[C:26]1=[CH:27][CH:28]=[CH:29][CH:30]=2. Given the product [CH:27]1[C:26]2[CH:25]([CH2:24][O:18][C:16]([NH:2][C@@H:3]([CH2:7][C:8]3[CH:13]=[CH:12][C:11]([O:14][C:22]([O:23][CH2:24][CH:25]4[C:37]5[CH:36]=[CH:35][CH:34]=[CH:33][C:32]=5[C:31]5[C:26]4=[CH:27][CH:28]=[CH:29][CH:30]=5)=[O:38])=[C:10]([Br:15])[CH:9]=3)[C:4]([OH:6])=[O:5])=[O:19])[C:37]3[C:32](=[CH:33][CH:34]=[CH:35][CH:36]=3)[C:31]=2[CH:30]=[CH:29][CH:28]=1, predict the reactants needed to synthesize it. (10) Given the product [F:1][C:2]1[CH:3]=[CH:4][C:5]([N:8]2[C:16]3[C:11](=[CH:12][C:13]([O:17][C@H:18]([C:22]4[CH:27]=[CH:26][CH:25]=[C:24]([O:28][CH3:29])[CH:23]=4)[C@@H:19]([NH:21][C:32](=[O:33])[C@@H:31]([OH:30])[CH3:35])[CH3:20])=[CH:14][CH:15]=3)[CH:10]=[N:9]2)=[CH:6][CH:7]=1, predict the reactants needed to synthesize it. The reactants are: [F:1][C:2]1[CH:7]=[CH:6][C:5]([N:8]2[C:16]3[C:11](=[CH:12][C:13]([O:17][C@H:18]([C:22]4[CH:27]=[CH:26][CH:25]=[C:24]([O:28][CH3:29])[CH:23]=4)[C@@H:19]([NH2:21])[CH3:20])=[CH:14][CH:15]=3)[CH:10]=[N:9]2)=[CH:4][CH:3]=1.[OH:30][C@@H:31]([CH3:35])[C:32](O)=[O:33].